From a dataset of Peptide-MHC class I binding affinity with 185,985 pairs from IEDB/IMGT. Regression. Given a peptide amino acid sequence and an MHC pseudo amino acid sequence, predict their binding affinity value. This is MHC class I binding data. (1) The peptide sequence is ISGIQYLAGL. The MHC is Patr-B0101 with pseudo-sequence Patr-B0101. The binding affinity (normalized) is 0.310. (2) The peptide sequence is IIYVGCGER. The MHC is HLA-A69:01 with pseudo-sequence HLA-A69:01. The binding affinity (normalized) is 0.0847. (3) The peptide sequence is IGDKPTCLV. The MHC is HLA-A02:11 with pseudo-sequence HLA-A02:11. The binding affinity (normalized) is 0.0847. (4) The peptide sequence is EIDVLPFDIK. The MHC is HLA-A11:01 with pseudo-sequence HLA-A11:01. The binding affinity (normalized) is 0.292. (5) The peptide sequence is IEELFYSYA. The MHC is HLA-B40:01 with pseudo-sequence HLA-B40:01. The binding affinity (normalized) is 0.105. (6) The binding affinity (normalized) is 0.157. The peptide sequence is SIRPRVTKQY. The MHC is HLA-A11:01 with pseudo-sequence HLA-A11:01.